From a dataset of Forward reaction prediction with 1.9M reactions from USPTO patents (1976-2016). Predict the product of the given reaction. (1) Given the reactants Cl[C:2](Cl)([O:4]C(=O)OC(Cl)(Cl)Cl)Cl.[Cl:13][C:14]1[C:22]2[C:17](=[CH:18][C:19]([NH2:33])=[C:20]([CH2:23][NH:24][C@@H:25]([C:27]3[CH:32]=[CH:31][CH:30]=[CH:29][CH:28]=3)[CH3:26])[CH:21]=2)[N:16]([C:34]([C:47]2[CH:52]=[CH:51][CH:50]=[CH:49][CH:48]=2)([C:41]2[CH:46]=[CH:45][CH:44]=[CH:43][CH:42]=2)[C:35]2[CH:40]=[CH:39][CH:38]=[CH:37][CH:36]=2)[N:15]=1, predict the reaction product. The product is: [Cl:13][C:14]1[C:22]2[CH:21]=[C:20]3[C:19](=[CH:18][C:17]=2[N:16]([C:34]([C:47]2[CH:52]=[CH:51][CH:50]=[CH:49][CH:48]=2)([C:35]2[CH:36]=[CH:37][CH:38]=[CH:39][CH:40]=2)[C:41]2[CH:42]=[CH:43][CH:44]=[CH:45][CH:46]=2)[N:15]=1)[NH:33][C:2](=[O:4])[N:24]([C@@H:25]([C:27]1[CH:28]=[CH:29][CH:30]=[CH:31][CH:32]=1)[CH3:26])[CH2:23]3. (2) Given the reactants [Cl:1][C:2]1[CH:3]=[N+:4]([O-:27])[CH:5]=[C:6]([Cl:26])[C:7]=1[CH2:8][C@@H:9]([C:11]1[CH:16]=[CH:15][C:14]([O:17][CH:18]([F:20])[F:19])=[C:13]([O:21][CH2:22][CH:23]2[CH2:25][CH2:24]2)[CH:12]=1)[OH:10].[CH3:28][O:29][C:30]1[CH:31]=[C:32]2[C:36](=[CH:37][CH:38]=1)[N:35]([CH2:39][C:40](O)=[O:41])[C:34](=[O:43])[C:33]2=[O:44].C(Cl)CCl, predict the reaction product. The product is: [Cl:1][C:2]1[CH:3]=[N+:4]([O-:27])[CH:5]=[C:6]([Cl:26])[C:7]=1[CH2:8][C@@H:9]([C:11]1[CH:16]=[CH:15][C:14]([O:17][CH:18]([F:20])[F:19])=[C:13]([O:21][CH2:22][CH:23]2[CH2:25][CH2:24]2)[CH:12]=1)[O:10][C:40](=[O:41])[CH2:39][N:35]1[C:36]2[C:32](=[CH:31][C:30]([O:29][CH3:28])=[CH:38][CH:37]=2)[C:33](=[O:44])[C:34]1=[O:43].